From a dataset of NCI-60 drug combinations with 297,098 pairs across 59 cell lines. Regression. Given two drug SMILES strings and cell line genomic features, predict the synergy score measuring deviation from expected non-interaction effect. (1) Drug 1: C1=CC=C(C=C1)NC(=O)CCCCCCC(=O)NO. Drug 2: C1CNP(=O)(OC1)N(CCCl)CCCl. Cell line: SK-OV-3. Synergy scores: CSS=8.66, Synergy_ZIP=-0.820, Synergy_Bliss=-0.470, Synergy_Loewe=-14.1, Synergy_HSA=-3.21. (2) Drug 1: CC1=CC2C(CCC3(C2CCC3(C(=O)C)OC(=O)C)C)C4(C1=CC(=O)CC4)C. Drug 2: C(CCl)NC(=O)N(CCCl)N=O. Cell line: HOP-62. Synergy scores: CSS=-4.36, Synergy_ZIP=4.71, Synergy_Bliss=5.20, Synergy_Loewe=-1.49, Synergy_HSA=-1.14. (3) Drug 1: CC1=C(C=C(C=C1)NC2=NC=CC(=N2)N(C)C3=CC4=NN(C(=C4C=C3)C)C)S(=O)(=O)N.Cl. Drug 2: C1CNP(=O)(OC1)N(CCCl)CCCl. Cell line: NCI-H226. Synergy scores: CSS=10.8, Synergy_ZIP=0.986, Synergy_Bliss=4.15, Synergy_Loewe=-18.1, Synergy_HSA=0.536. (4) Drug 1: C1CC(=O)NC(=O)C1N2C(=O)C3=CC=CC=C3C2=O. Drug 2: CC1CCCC2(C(O2)CC(NC(=O)CC(C(C(=O)C(C1O)C)(C)C)O)C(=CC3=CSC(=N3)C)C)C. Cell line: EKVX. Synergy scores: CSS=22.7, Synergy_ZIP=-8.79, Synergy_Bliss=-2.47, Synergy_Loewe=-24.2, Synergy_HSA=-2.33. (5) Cell line: SNB-75. Drug 2: CC12CCC3C(C1CCC2O)C(CC4=C3C=CC(=C4)O)CCCCCCCCCS(=O)CCCC(C(F)(F)F)(F)F. Drug 1: CNC(=O)C1=CC=CC=C1SC2=CC3=C(C=C2)C(=NN3)C=CC4=CC=CC=N4. Synergy scores: CSS=6.20, Synergy_ZIP=-0.582, Synergy_Bliss=2.40, Synergy_Loewe=4.85, Synergy_HSA=3.89. (6) Drug 1: CC1=C(C=C(C=C1)NC2=NC=CC(=N2)N(C)C3=CC4=NN(C(=C4C=C3)C)C)S(=O)(=O)N.Cl. Drug 2: CCC(=C(C1=CC=CC=C1)C2=CC=C(C=C2)OCCN(C)C)C3=CC=CC=C3.C(C(=O)O)C(CC(=O)O)(C(=O)O)O. Cell line: K-562. Synergy scores: CSS=12.7, Synergy_ZIP=0.948, Synergy_Bliss=3.69, Synergy_Loewe=1.82, Synergy_HSA=1.59. (7) Drug 1: C1=CC(=CC=C1C#N)C(C2=CC=C(C=C2)C#N)N3C=NC=N3. Drug 2: CC(C)NC(=O)C1=CC=C(C=C1)CNNC.Cl. Cell line: SK-MEL-5. Synergy scores: CSS=2.50, Synergy_ZIP=-1.53, Synergy_Bliss=-1.60, Synergy_Loewe=0.692, Synergy_HSA=-1.53.